Dataset: Full USPTO retrosynthesis dataset with 1.9M reactions from patents (1976-2016). Task: Predict the reactants needed to synthesize the given product. (1) Given the product [CH2:17]([O:5][C:6]([NH:8][CH:9]1[CH2:13][CH2:12][N:11]([C:14]([O:16][CH:17]2[CH:24]3[CH2:25][C:20]4([C:27]([OH:30])=[O:29])[CH2:21][CH:22]([CH2:26][C@@H:18]2[CH2:19]4)[CH2:23]3)=[O:15])[CH2:10]1)=[O:7])[CH:18]([CH3:26])[CH3:19], predict the reactants needed to synthesize it. The reactants are: C([O:5][C:6]([NH:8][CH:9]1[CH2:13][CH2:12][N:11]([C:14]([O:16][CH:17]2[CH:24]3[CH2:25][C:20]4([C:27](=[O:29])N)[CH2:21][CH:22]([CH2:26][CH:18]2[CH2:19]4)[CH2:23]3)=[O:15])[CH2:10]1)=[O:7])(C)(C)C.[OH-:30].[Na+]. (2) Given the product [CH3:67][S:66][C:58]1[N:57]=[C:56]([N:14]2[C:15]3[C:10](=[CH:9][CH:8]=[C:7]([C:1]4[CH:2]=[CH:3][CH:4]=[CH:5][CH:6]=4)[N:16]=3)[CH2:11][CH2:12][CH2:13]2)[CH:61]=[C:60]([C:62]([F:65])([F:63])[F:64])[N:59]=1, predict the reactants needed to synthesize it. The reactants are: [C:1]1([C:7]2[N:16]=[C:15]3[C:10]([CH2:11][CH2:12][CH2:13][NH:14]3)=[CH:9][CH:8]=2)[CH:6]=[CH:5][CH:4]=[CH:3][CH:2]=1.C1(P(C2CCCCC2)C2C=CC=CC=2C2C=CC=CC=2N(C)C)CCCCC1.[Li+].C[Si]([N-][Si](C)(C)C)(C)C.Cl[C:56]1[CH:61]=[C:60]([C:62]([F:65])([F:64])[F:63])[N:59]=[C:58]([S:66][CH3:67])[N:57]=1. (3) Given the product [Cl:30][C:23]1[C:22]([C:31]2[C:32]([F:39])=[CH:33][C:34]([F:38])=[CH:35][C:36]=2[F:37])=[C:21]([NH:20][C:15](=[O:17])[CH3:16])[N:26]2[N:27]=[CH:8][N:10]=[C:25]2[N:24]=1, predict the reactants needed to synthesize it. The reactants are: C1(C)C=CC=CC=1.[CH2:8]([N:10](CC)CC)C.[C:15](Cl)(=[O:17])[CH3:16].Cl.[NH2:20][C:21]1[N:26]2[N:27]=NC=[C:25]2[N:24]=[C:23]([Cl:30])[C:22]=1[C:31]1[C:36]([F:37])=[CH:35][C:34]([F:38])=[CH:33][C:32]=1[F:39]. (4) Given the product [F:1][C:2]1[CH:3]=[C:4]([CH:30]=[C:31]([N:34]2[CH2:39][CH2:38][CH2:37][CH2:36][CH2:35]2)[CH:32]=1)[C:5]([NH:7][C:8]1[CH:9]=[CH:10][C:11]([CH3:29])=[C:12]([NH:14][C:15](=[O:28])[C:16]2[CH:17]=[CH:18][C:19]([CH2:22][N:23]([CH2:24][CH3:25])[CH2:26][CH3:27])=[CH:20][CH:21]=2)[CH:13]=1)=[O:6], predict the reactants needed to synthesize it. The reactants are: [F:1][C:2]1[CH:3]=[C:4]([CH:30]=[C:31](F)[CH:32]=1)[C:5]([NH:7][C:8]1[CH:9]=[CH:10][C:11]([CH3:29])=[C:12]([NH:14][C:15](=[O:28])[C:16]2[CH:21]=[CH:20][C:19]([CH2:22][N:23]([CH2:26][CH3:27])[CH2:24][CH3:25])=[CH:18][CH:17]=2)[CH:13]=1)=[O:6].[NH:34]1[CH2:39][CH2:38][CH2:37][CH2:36][CH2:35]1. (5) Given the product [CH:1]1([C:7]2[CH:8]=[CH:9][C:10]([CH2:11][O:12][P:21]([C:23]3[CH:24]=[CH:25][CH:26]=[CH:27][CH:28]=3)([C:15]3[CH:20]=[CH:19][CH:18]=[CH:17][CH:16]=3)=[O:22])=[CH:13][CH:14]=2)[CH2:2][CH2:3][CH2:4][CH2:5][CH2:6]1, predict the reactants needed to synthesize it. The reactants are: [CH:1]1([C:7]2[CH:14]=[CH:13][C:10]([CH2:11][OH:12])=[CH:9][CH:8]=2)[CH2:6][CH2:5][CH2:4][CH2:3][CH2:2]1.[C:15]1([P:21](Cl)([C:23]2[CH:28]=[CH:27][CH:26]=[CH:25][CH:24]=2)=[O:22])[CH:20]=[CH:19][CH:18]=[CH:17][CH:16]=1. (6) Given the product [Si:1]([O:8][C@H:9]1[CH2:14][CH2:13][C@H:12]([C:15]2[N:20]=[CH:19][C:18]([NH2:21])=[CH:17][C:16]=2[CH3:22])[CH2:11][CH2:10]1)([C:4]([CH3:7])([CH3:6])[CH3:5])([CH3:2])[CH3:3], predict the reactants needed to synthesize it. The reactants are: [Si:1]([O:8][CH:9]1[CH2:14][CH2:13][C:12]([C:15]2[N:20]=[CH:19][C:18]([NH2:21])=[CH:17][C:16]=2[CH3:22])=[CH:11][CH2:10]1)([C:4]([CH3:7])([CH3:6])[CH3:5])([CH3:3])[CH3:2].[F-].[K+].